From a dataset of Forward reaction prediction with 1.9M reactions from USPTO patents (1976-2016). Predict the product of the given reaction. (1) Given the reactants [CH3:1][S:2](Cl)(=[O:4])=[O:3].[NH2:6][C:7]1[CH:12]=[CH:11][CH:10]=[CH:9][C:8]=1[C:13]1[CH:22]=[CH:21][C:20]2[NH:19][C:18](=[O:23])[C:17]3[NH:24][CH:25]=[CH:26][C:16]=3[C:15]=2[CH:14]=1.[CH2:27]([C:29]([O-:31])=[O:30])[CH3:28].O, predict the reaction product. The product is: [CH3:1][S:2]([NH:6][C:7]1[CH:12]=[CH:11][CH:10]=[CH:9][C:8]=1[C:13]1[CH:22]=[CH:21][C:20]2[NH:19][C:18](=[O:23])[C:17]3[NH:24][CH:25]=[CH:26][C:16]=3[C:15]=2[CH:14]=1)(=[O:4])=[O:3].[CH2:27]([C:29]([O-:31])=[O:30])[CH3:28]. (2) Given the reactants [Si:1]([O:8][CH:9]([CH:15]1[CH2:24][CH2:23][C:22]2[C:17](=[CH:18][CH:19]=[C:20]([C:25]3[CH:30]=[CH:29][CH:28]=[CH:27][CH:26]=3)[CH:21]=2)[CH2:16]1)[C:10]1[O:11][CH:12]=[CH:13][N:14]=1)([C:4]([CH3:7])([CH3:6])[CH3:5])([CH3:3])[CH3:2].[Li]CCCC.[Sn:36](Cl)([CH2:45][CH2:46][CH2:47][CH3:48])([CH2:41][CH2:42][CH2:43][CH3:44])[CH2:37][CH2:38][CH2:39][CH3:40], predict the reaction product. The product is: [Si:1]([O:8][CH:9]([CH:15]1[CH2:24][CH2:23][C:22]2[C:17](=[CH:18][CH:19]=[C:20]([C:25]3[CH:30]=[CH:29][CH:28]=[CH:27][CH:26]=3)[CH:21]=2)[CH2:16]1)[C:10]1[O:11][C:12]([Sn:36]([CH2:41][CH2:42][CH2:43][CH3:44])([CH2:45][CH2:46][CH2:47][CH3:48])[CH2:37][CH2:38][CH2:39][CH3:40])=[CH:13][N:14]=1)([C:4]([CH3:7])([CH3:5])[CH3:6])([CH3:3])[CH3:2]. (3) Given the reactants [NH2:1][N:2]1[CH:7]=[CH:6][CH:5]=[CH:4][C:3]1=[NH2+:8].CC1C=C(C)C=C(C)C=1S([O-])(=O)=O.[OH-].[Na+].[Cl:24][CH2:25][C:26](OC)=O, predict the reaction product. The product is: [Cl:24][CH2:25][C:26]1[N:8]=[C:3]2[CH:4]=[CH:5][CH:6]=[CH:7][N:2]2[N:1]=1.